The task is: Predict which catalyst facilitates the given reaction.. This data is from Catalyst prediction with 721,799 reactions and 888 catalyst types from USPTO. (1) The catalyst class is: 8. Product: [Br:2][C:3]1[CH:8]=[C:7]([O:9][CH:10]2[CH2:15][CH2:14][N:13]([CH2:17][C:18]([NH2:20])=[O:19])[CH2:12][CH2:11]2)[CH:6]=[N:5][CH:4]=1. Reactant: Cl.[Br:2][C:3]1[CH:4]=[N:5][CH:6]=[C:7]([O:9][CH:10]2[CH2:15][CH2:14][NH:13][CH2:12][CH2:11]2)[CH:8]=1.Br[CH2:17][C:18]([NH2:20])=[O:19].C(=O)([O-])[O-].[K+].[K+].O. (2) Reactant: C([O:8][C:9](=[O:23])[CH2:10][N:11]1[C:15]([C:16]2[CH:21]=[CH:20][C:19]([CH3:22])=[CH:18][CH:17]=2)=[N:14][N:13]=[N:12]1)C1C=CC=CC=1. Product: [C:19]1([CH3:22])[CH:18]=[CH:17][C:16]([C:15]2[N:11]([CH2:10][C:9]([OH:23])=[O:8])[N:12]=[N:13][N:14]=2)=[CH:21][CH:20]=1. The catalyst class is: 19. (3) Reactant: [F:1][C:2]([P:8]([C:13]([F:19])([F:18])[C:14]([F:17])([F:16])[F:15])(=[O:12])[O:9]CC)([F:7])[C:3]([F:6])([F:5])[F:4].[CH2:20]([P:24]([CH2:29][CH2:30][CH2:31][CH3:32])[CH2:25][CH2:26][CH2:27][CH3:28])[CH2:21][CH2:22][CH3:23]. Product: [F:7][C:2]([P:8]([C:13]([F:18])([F:19])[C:14]([F:17])([F:16])[F:15])(=[O:9])[O-:12])([F:1])[C:3]([F:6])([F:5])[F:4].[CH2:29]([P+:24]([CH2:20][CH2:21][CH2:22][CH3:23])([CH2:25][CH2:26][CH2:27][CH3:28])[CH2:2][CH3:3])[CH2:30][CH2:31][CH3:32]. The catalyst class is: 81.